Dataset: NCI-60 drug combinations with 297,098 pairs across 59 cell lines. Task: Regression. Given two drug SMILES strings and cell line genomic features, predict the synergy score measuring deviation from expected non-interaction effect. (1) Drug 1: CC1C(C(CC(O1)OC2CC(CC3=C2C(=C4C(=C3O)C(=O)C5=C(C4=O)C(=CC=C5)OC)O)(C(=O)C)O)N)O.Cl. Drug 2: CN(C)N=NC1=C(NC=N1)C(=O)N. Cell line: LOX IMVI. Synergy scores: CSS=45.8, Synergy_ZIP=1.66, Synergy_Bliss=0.413, Synergy_Loewe=4.59, Synergy_HSA=6.18. (2) Drug 1: CC(C1=C(C=CC(=C1Cl)F)Cl)OC2=C(N=CC(=C2)C3=CN(N=C3)C4CCNCC4)N. Drug 2: C1=NC2=C(N1)C(=S)N=C(N2)N. Cell line: HS 578T. Synergy scores: CSS=24.7, Synergy_ZIP=4.12, Synergy_Bliss=0.839, Synergy_Loewe=-8.79, Synergy_HSA=-3.49. (3) Drug 1: CC1=C(C=C(C=C1)NC(=O)C2=CC=C(C=C2)CN3CCN(CC3)C)NC4=NC=CC(=N4)C5=CN=CC=C5. Drug 2: COC1=NC(=NC2=C1N=CN2C3C(C(C(O3)CO)O)O)N. Cell line: SK-MEL-5. Synergy scores: CSS=8.45, Synergy_ZIP=2.43, Synergy_Bliss=-0.136, Synergy_Loewe=-3.53, Synergy_HSA=-0.665. (4) Drug 1: CNC(=O)C1=CC=CC=C1SC2=CC3=C(C=C2)C(=NN3)C=CC4=CC=CC=N4. Drug 2: C(CN)CNCCSP(=O)(O)O. Cell line: UO-31. Synergy scores: CSS=-4.11, Synergy_ZIP=-0.235, Synergy_Bliss=-1.24, Synergy_Loewe=-1.28, Synergy_HSA=-1.44. (5) Drug 1: COC1=CC(=CC(=C1O)OC)C2C3C(COC3=O)C(C4=CC5=C(C=C24)OCO5)OC6C(C(C7C(O6)COC(O7)C8=CC=CS8)O)O. Drug 2: C1C(C(OC1N2C=NC(=NC2=O)N)CO)O. Cell line: UACC62. Synergy scores: CSS=32.2, Synergy_ZIP=-2.38, Synergy_Bliss=0.633, Synergy_Loewe=-0.867, Synergy_HSA=1.98.